From a dataset of Full USPTO retrosynthesis dataset with 1.9M reactions from patents (1976-2016). Predict the reactants needed to synthesize the given product. (1) Given the product [Cl:33][C:30]1[CH:31]=[CH:32][C:27]([CH2:26][NH:25][C:62]([C:57]2[NH:58][C:59]3[C:55]([CH:56]=2)=[CH:54][C:53]([NH:52][C:50](=[O:51])[O:49][C:46]([CH3:47])([CH3:45])[CH3:48])=[CH:61][CH:60]=3)=[O:63])=[C:28]([F:44])[C:29]=1[O:34][C:35]1[CH:36]=[C:37]([C:38]#[N:39])[CH:40]=[C:41]([Cl:43])[CH:42]=1, predict the reactants needed to synthesize it. The reactants are: CN(C(ON1N=NC2C=CC=NC1=2)=[N+](C)C)C.F[P-](F)(F)(F)(F)F.[NH2:25][CH2:26][C:27]1[C:28]([F:44])=[C:29]([O:34][C:35]2[CH:36]=[C:37]([CH:40]=[C:41]([Cl:43])[CH:42]=2)[C:38]#[N:39])[C:30]([Cl:33])=[CH:31][CH:32]=1.[CH3:45][C:46]([O:49][C:50]([NH:52][C:53]1[CH:54]=[C:55]2[C:59](=[CH:60][CH:61]=1)[NH:58][C:57]([C:62](O)=[O:63])=[CH:56]2)=[O:51])([CH3:48])[CH3:47].CCN(C(C)C)C(C)C. (2) Given the product [NH2:1][C@H:2]([C:15]([OH:17])=[O:16])[CH2:3][C:4]1[CH:5]=[CH:6][C:7]([OH:10])=[CH:8][CH:9]=1, predict the reactants needed to synthesize it. The reactants are: [NH:1](C(OCC1C2C(=CC=CC=2)C2C1=CC=CC=2)=O)[C@H:2]([C:15]([OH:17])=[O:16])[CH2:3][C:4]1[CH:9]=[CH:8][C:7]([O:10]C(C)(C)C)=[CH:6][CH:5]=1.C1C=CC(C(Cl)(C2C(Cl)=CC=CC=2)C2C=CC=CC=2)=CC=1.CN(C(ON1N=NC2C=CC=NC1=2)=[N+](C)C)C.F[P-](F)(F)(F)(F)F.C(N(C(C)C)CC)(C)C. (3) Given the product [N+3:4].[N+:7]([O-:5])([O-:9])=[O:8].[N+:10]([O-:5])([O-:12])=[O:11].[N+:4]([O-:8])([O-:6])=[O:5], predict the reactants needed to synthesize it. The reactants are: [N].N.[N+3].[N:4]([O-:6])=[O:5].[N:7]([O-:9])=[O:8].[N:10]([O-:12])=[O:11]. (4) The reactants are: C([O:3][C:4]([C:6]1[N:7]=[C:8]([C:19]2[CH:24]=[CH:23][CH:22]=[CH:21][CH:20]=2)[S:9][C:10]=1[NH:11][C:12]([O:14][C:15]([CH3:18])([CH3:17])[CH3:16])=[O:13])=[O:5])C.[OH-].[Li+]. Given the product [C:15]([O:14][C:12]([NH:11][C:10]1[S:9][C:8]([C:19]2[CH:20]=[CH:21][CH:22]=[CH:23][CH:24]=2)=[N:7][C:6]=1[C:4]([OH:5])=[O:3])=[O:13])([CH3:18])([CH3:16])[CH3:17], predict the reactants needed to synthesize it. (5) Given the product [CH3:17][C:18]1[CH:23]=[C:22]([CH3:24])[N:21]=[CH:20][C:19]=1[N:25]1[CH2:26][CH2:27][N:28]([C:11]([C:10]2[CH:9]=[CH:8][C:7]([N:3]3[CH2:4][CH2:5][CH2:6][S:2]3(=[O:1])=[O:16])=[CH:15][CH:14]=2)=[O:13])[CH2:29][CH2:30]1, predict the reactants needed to synthesize it. The reactants are: [O:1]=[S:2]1(=[O:16])[CH2:6][CH2:5][CH2:4][N:3]1[C:7]1[CH:15]=[CH:14][C:10]([C:11]([OH:13])=O)=[CH:9][CH:8]=1.[CH3:17][C:18]1[CH:23]=[C:22]([CH3:24])[N:21]=[CH:20][C:19]=1[N:25]1[CH2:30][CH2:29][NH:28][CH2:27][CH2:26]1.